This data is from Catalyst prediction with 721,799 reactions and 888 catalyst types from USPTO. The task is: Predict which catalyst facilitates the given reaction. (1) Reactant: [H-].[Na+].[F:3][C:4]([F:15])([F:14])[C@@H:5]([C:7]1[CH:12]=[CH:11][C:10]([F:13])=[CH:9][CH:8]=1)[OH:6].[F:16][C:17]([F:23])([F:22])[S:18](Cl)(=[O:20])=[O:19]. The catalyst class is: 28. Product: [F:15][C:4]([F:3])([F:14])[C@H:5]([O:6][S:18]([C:17]([F:23])([F:22])[F:16])(=[O:20])=[O:19])[C:7]1[CH:8]=[CH:9][C:10]([F:13])=[CH:11][CH:12]=1. (2) The catalyst class is: 86. Reactant: [Br:1][C:2]1[CH:8]=[CH:7][C:5]([NH2:6])=[C:4]([CH3:9])[C:3]=1[Cl:10].[N:11]([O-])=O.[Na+]. Product: [Br:1][C:2]1[C:3]([Cl:10])=[C:4]2[C:5](=[CH:7][CH:8]=1)[NH:6][N:11]=[CH:9]2. (3) Product: [Br:1][C:2]1[N:3]=[C:4]([NH:12][C:13]2[CH:14]=[CH:15][C:16]([C:19]([N:21]3[CH2:22][CH2:23][O:24][CH2:25][CH2:26]3)=[O:20])=[CH:17][CH:18]=2)[C:5]2[N:6]([CH:8]=[CH:9][N:10]=2)[CH:7]=1. The catalyst class is: 41. Reactant: [Br:1][C:2]1[N:3]=[C:4](Br)[C:5]2[N:6]([CH:8]=[CH:9][N:10]=2)[CH:7]=1.[NH2:12][C:13]1[CH:18]=[CH:17][C:16]([C:19]([N:21]2[CH2:26][CH2:25][O:24][CH2:23][CH2:22]2)=[O:20])=[CH:15][CH:14]=1.CC1(C)C2(CS(O)(=O)=O)C(CC1CC2)=O. (4) Reactant: CC[C@H]1[C@H]2C[C@H]([C@H](OC3C4C(=CC=CC=4)C(O[C@H](C4C=CN=C5C=4C=C(OC)C=C5)[C@@H]4N5C[C@H](CC)[C@@H](CC5)C4)=NN=3)C3C=CN=C4C=3C=C([O:22]C)C=C4)N(CC2)C1.[C:59]([OH:63])([CH3:62])([CH3:61])[CH3:60].CS(N)(=O)=O.[CH2:69]([N:76]1[CH2:81]C=C(C)C[CH2:77]1)[C:70]1[CH:75]=[CH:74][CH:73]=[CH:72][CH:71]=1. Product: [CH2:69]([N:76]1[CH2:81][CH2:61][C@:59]([CH3:62])([OH:63])[C@H:60]([OH:22])[CH2:77]1)[C:70]1[CH:75]=[CH:74][CH:73]=[CH:72][CH:71]=1. The catalyst class is: 6. (5) Reactant: [CH:1]1([C@H:7]([OH:22])[C@H:8]([N:11]2[C:19](=[O:20])[C:18]3[C:13](=[CH:14][CH:15]=[CH:16][CH:17]=3)[C:12]2=[O:21])[CH:9]=O)[CH2:6][CH2:5][CH2:4][CH2:3][CH2:2]1.C(O)(=O)C.[CH3:27][NH2:28]. Product: [CH:1]1([C@H:7]([OH:22])[C@H:8]([N:11]2[C:19](=[O:20])[C:18]3[C:13](=[CH:14][CH:15]=[CH:16][CH:17]=3)[C:12]2=[O:21])[CH2:9][NH:28][CH3:27])[CH2:6][CH2:5][CH2:4][CH2:3][CH2:2]1. The catalyst class is: 1.